This data is from Catalyst prediction with 721,799 reactions and 888 catalyst types from USPTO. The task is: Predict which catalyst facilitates the given reaction. (1) Reactant: [CH:1]([C:9]1[C:17]2[CH2:16][CH2:15][C:14]([O:18][C:19]3[CH:20]=[C:21]([NH2:25])[CH:22]=[CH:23][CH:24]=3)=[CH:13][C:12]=2[NH:11][N:10]=1)=[CH:2][C:3]1[CH:8]=[CH:7][CH:6]=[CH:5][CH:4]=1.[CH3:26][C:27]1[S:31][C:30]([C:32](O)=[O:33])=[N:29][CH:28]=1.CN(C(ON1N=NC2C=CC=NC1=2)=[N+](C)C)C.F[P-](F)(F)(F)(F)F.C(C1C(=O)C(Cl)=C(Cl)C(=O)C=1C#N)#N. Product: [CH:1]([C:9]1[C:17]2[C:12](=[CH:13][C:14]([O:18][C:19]3[CH:20]=[C:21]([NH:25][C:32]([C:30]4[S:31][C:27]([CH3:26])=[CH:28][N:29]=4)=[O:33])[CH:22]=[CH:23][CH:24]=3)=[CH:15][CH:16]=2)[NH:11][N:10]=1)=[CH:2][C:3]1[CH:4]=[CH:5][CH:6]=[CH:7][CH:8]=1. The catalyst class is: 3. (2) The catalyst class is: 3. Product: [Cl:1][C:2]1[CH:29]=[CH:28][C:5]2[N:6]([C@@H:23]3[CH2:27][CH2:26][N:25]([CH2:31][CH2:32][OH:33])[CH2:24]3)[C:7]([CH2:9][N:10]3[C:14]4=[CH:15][N:16]=[CH:17][CH:18]=[C:13]4[C:12]([S:19]([CH3:22])(=[O:20])=[O:21])=[N:11]3)=[N:8][C:4]=2[CH:3]=1. Reactant: [Cl:1][C:2]1[CH:29]=[CH:28][C:5]2[N:6]([C@@H:23]3[CH2:27][CH2:26][NH:25][CH2:24]3)[C:7]([CH2:9][N:10]3[C:14]4=[CH:15][N:16]=[CH:17][CH:18]=[C:13]4[C:12]([S:19]([CH3:22])(=[O:21])=[O:20])=[N:11]3)=[N:8][C:4]=2[CH:3]=1.Br[CH2:31][CH2:32][OH:33].C([O-])([O-])=O.[Cs+].[Cs+]. (3) Reactant: [CH2:1]([NH:3][C:4]1[C:21]([O:22][CH3:23])=[N:20][C:7]2[CH2:8][CH2:9][N:10](C(=O)C(F)(F)F)[CH2:11][CH:12]([CH3:13])[C:6]=2[CH:5]=1)[CH3:2].C([O-])([O-])=O.[K+].[K+]. Product: [CH2:1]([NH:3][C:4]1[C:21]([O:22][CH3:23])=[N:20][C:7]2[CH2:8][CH2:9][NH:10][CH2:11][CH:12]([CH3:13])[C:6]=2[CH:5]=1)[CH3:2]. The catalyst class is: 5. (4) Product: [NH2:38][C:35]1[S:36][CH:37]=[C:33](/[C:12](=[N:11]/[O:10][C:7]([CH3:9])([CH3:8])[C:6]([OH:46])=[O:5])/[C:13](=[O:14])[NH:15][C@H:16]2[C@@H:19]([CH2:20][N:21]3[CH:26]=[CH:25][CH:24]=[CH:23][C:22]3=[O:27])[N:18]([S:28]([OH:31])(=[O:29])=[O:30])[C:17]2=[O:32])[N:34]=1. Reactant: C([O:5][C:6](=[O:46])[C:7]([O:10]/[N:11]=[C:12](/[C:33]1[N:34]=[C:35]([NH:38]C(OC(C)(C)C)=O)[S:36][CH:37]=1)\[C:13]([NH:15][C@H:16]1[C@@H:19]([CH2:20][N:21]2[CH:26]=[CH:25][CH:24]=[CH:23][C:22]2=[O:27])[N:18]([S:28]([OH:31])(=[O:30])=[O:29])[C:17]1=[O:32])=[O:14])([CH3:9])[CH3:8])(C)(C)C.C(O)(C(F)(F)F)=O. The catalyst class is: 2. (5) Product: [F:1][C:2]1[C:7]([O:8][CH3:9])=[CH:6][CH:5]=[CH:4][C:3]=1[OH:16]. The catalyst class is: 1. Reactant: [F:1][C:2]1[C:7]([O:8][CH3:9])=[CH:6][CH:5]=[CH:4][C:3]=1B(O)O.OO.S([O-])([O-])=[O:16].[Na+].[Na+].